Dataset: Forward reaction prediction with 1.9M reactions from USPTO patents (1976-2016). Task: Predict the product of the given reaction. (1) The product is: [C:3]([O:7][C:8]([N:10]1[CH2:15][CH2:14][CH:13]([O:16][CH3:17])[CH2:12][CH2:11]1)=[O:9])([CH3:6])([CH3:4])[CH3:5]. Given the reactants [H-].[Na+].[C:3]([O:7][C:8]([N:10]1[CH2:15][CH2:14][CH:13]([OH:16])[CH2:12][CH2:11]1)=[O:9])([CH3:6])([CH3:5])[CH3:4].[CH3:17]I, predict the reaction product. (2) Given the reactants I[C:2]1[C:10]2[C:5](=[N:6][CH:7]=[N:8][C:9]=2[NH2:11])[N:4]([C:12]([C:25]2[CH:30]=[CH:29][CH:28]=[CH:27][CH:26]=2)([C:19]2[CH:24]=[CH:23][CH:22]=[CH:21][CH:20]=2)[C:13]2[CH:18]=[CH:17][CH:16]=[CH:15][CH:14]=2)[N:3]=1.[C:31]1(B(O)O)[CH:36]=[CH:35][CH:34]=[CH:33][CH:32]=1.C(=O)([O-])[O-].[Na+].[Na+], predict the reaction product. The product is: [C:31]1([C:2]2[C:10]3[C:5](=[N:6][CH:7]=[N:8][C:9]=3[NH2:11])[N:4]([C:12]([C:25]3[CH:30]=[CH:29][CH:28]=[CH:27][CH:26]=3)([C:19]3[CH:24]=[CH:23][CH:22]=[CH:21][CH:20]=3)[C:13]3[CH:18]=[CH:17][CH:16]=[CH:15][CH:14]=3)[N:3]=2)[CH:36]=[CH:35][CH:34]=[CH:33][CH:32]=1.